This data is from Full USPTO retrosynthesis dataset with 1.9M reactions from patents (1976-2016). The task is: Predict the reactants needed to synthesize the given product. (1) Given the product [CH3:1][N:2]1[CH:6]=[C:5]([N:7]2[CH:12]=[CH:11][C:10](=[O:13])[C:9]([CH2:14][C:15]3[CH:16]=[C:17]([C:21]4[N:26]=[CH:25][C:24]([B:32]([OH:36])[OH:33])=[CH:23][N:22]=4)[CH:18]=[CH:19][CH:20]=3)=[N:8]2)[CH:4]=[N:3]1, predict the reactants needed to synthesize it. The reactants are: [CH3:1][N:2]1[CH:6]=[C:5]([N:7]2[CH:12]=[CH:11][C:10](=[O:13])[C:9]([CH2:14][C:15]3[CH:16]=[C:17]([C:21]4[N:26]=[CH:25][C:24](OCC(O)=O)=[CH:23][N:22]=4)[CH:18]=[CH:19][CH:20]=3)=[N:8]2)[CH:4]=[N:3]1.[B:32]1(B2OC(C)(C)C(C)(C)O2)[O:36]C(C)(C)C(C)(C)[O:33]1.CC(C1C=C(C(C)C)C(C2C=CC=CC=2P(C2CCCCC2)C2CCCCC2)=C(C(C)C)C=1)C.C([O-])(=O)C.[K+]. (2) Given the product [O:25]1[C:22]2[CH:23]=[CH:24][CH:19]=[CH:20][C:21]=2[N:26]=[CH:28]1, predict the reactants needed to synthesize it. The reactants are: [NH2:26][C:21]1[CH:20]=[C:19](C23CC4CC(CC([C:19]5[CH:24]=[CH:23][C:22]([OH:25])=[C:21]([NH2:26])[CH:20]=5)(C4)C2)C3)[CH:24]=[CH:23][C:22]=1[OH:25].N[C:28]1C=C(C23CC4(C)CC(C)(CC(C56CC7(C)CC(C)(CC(C8C=CC(O)=C(N)C=8)(C7)C5)C6)(C4)C2)C3)C=CC=1O.C1(C#CC2C=C(C(Cl)=O)C=C(C=2)C(Cl)=O)C=CC=CC=1.